Regression. Given two drug SMILES strings and cell line genomic features, predict the synergy score measuring deviation from expected non-interaction effect. From a dataset of NCI-60 drug combinations with 297,098 pairs across 59 cell lines. (1) Drug 1: CC1=CC=C(C=C1)C2=CC(=NN2C3=CC=C(C=C3)S(=O)(=O)N)C(F)(F)F. Drug 2: CCC1=C2CN3C(=CC4=C(C3=O)COC(=O)C4(CC)O)C2=NC5=C1C=C(C=C5)O. Cell line: NCI/ADR-RES. Synergy scores: CSS=26.7, Synergy_ZIP=3.44, Synergy_Bliss=9.19, Synergy_Loewe=-80.0, Synergy_HSA=9.14. (2) Drug 1: C1=CC(=CC=C1CCC2=CNC3=C2C(=O)NC(=N3)N)C(=O)NC(CCC(=O)O)C(=O)O. Drug 2: CC1=C(N=C(N=C1N)C(CC(=O)N)NCC(C(=O)N)N)C(=O)NC(C(C2=CN=CN2)OC3C(C(C(C(O3)CO)O)O)OC4C(C(C(C(O4)CO)O)OC(=O)N)O)C(=O)NC(C)C(C(C)C(=O)NC(C(C)O)C(=O)NCCC5=NC(=CS5)C6=NC(=CS6)C(=O)NCCC[S+](C)C)O. Cell line: ACHN. Synergy scores: CSS=58.1, Synergy_ZIP=-5.22, Synergy_Bliss=-2.69, Synergy_Loewe=-12.5, Synergy_HSA=5.35. (3) Drug 1: COC1=C(C=C2C(=C1)N=CN=C2NC3=CC(=C(C=C3)F)Cl)OCCCN4CCOCC4. Drug 2: CN(C)C1=NC(=NC(=N1)N(C)C)N(C)C. Cell line: SK-MEL-28. Synergy scores: CSS=11.3, Synergy_ZIP=-3.32, Synergy_Bliss=3.41, Synergy_Loewe=-11.7, Synergy_HSA=-0.672. (4) Drug 2: C1=CN(C=N1)CC(O)(P(=O)(O)O)P(=O)(O)O. Drug 1: C1CC(=O)NC(=O)C1N2CC3=C(C2=O)C=CC=C3N. Synergy scores: CSS=4.55, Synergy_ZIP=-2.15, Synergy_Bliss=-1.13, Synergy_Loewe=-35.3, Synergy_HSA=-0.642. Cell line: TK-10. (5) Drug 1: CC1CCC2CC(C(=CC=CC=CC(CC(C(=O)C(C(C(=CC(C(=O)CC(OC(=O)C3CCCCN3C(=O)C(=O)C1(O2)O)C(C)CC4CCC(C(C4)OC)OCCO)C)C)O)OC)C)C)C)OC. Drug 2: C(CC(=O)O)C(=O)CN.Cl. Cell line: KM12. Synergy scores: CSS=4.83, Synergy_ZIP=-0.865, Synergy_Bliss=3.20, Synergy_Loewe=-11.7, Synergy_HSA=-1.32.